Dataset: Retrosynthesis with 50K atom-mapped reactions and 10 reaction types from USPTO. Task: Predict the reactants needed to synthesize the given product. (1) Given the product CC(C)(C)OC(=O)NCCCC[C@H](NC(=O)OCc1ccccc1)C(=O)NN, predict the reactants needed to synthesize it. The reactants are: CC(C)(C)OC(=O)NCCCC[C@H](NC(=O)OCc1ccccc1)C(=O)O.NN. (2) Given the product Cc1ccc(-n2ccc(OCc3c(Cl)cccc3-n3nnn(C)c3=O)n2)cc1, predict the reactants needed to synthesize it. The reactants are: Cc1ccc(-n2ccc(O)n2)cc1.Cn1nnn(-c2cccc(Cl)c2CBr)c1=O. (3) Given the product C[C@H](NC(=O)OC(C)(C)C)c1cccc(Oc2cccnc2)c1, predict the reactants needed to synthesize it. The reactants are: Brc1cccnc1.C[C@H](NC(=O)OC(C)(C)C)c1cccc(O)c1. (4) Given the product CCOC(=O)C(C#N)=C(C)c1cccc(Cl)c1, predict the reactants needed to synthesize it. The reactants are: CC(=O)c1cccc(Cl)c1.CCOC(=O)CC#N. (5) Given the product Cc1ccc(CSc2nc3cc4c(cc3[nH]2)CCC4)nc1, predict the reactants needed to synthesize it. The reactants are: Cc1ccc(CCl)nc1.Sc1nc2cc3c(cc2[nH]1)CCC3. (6) Given the product CS(=O)(=O)c1ccc(NCC2CCCO2)c(C(=O)N2CCN(c3ccc(C(F)(F)F)cc3)CC2)c1, predict the reactants needed to synthesize it. The reactants are: CS(=O)(=O)c1ccc(I)c(C(=O)N2CCN(c3ccc(C(F)(F)F)cc3)CC2)c1.NCC1CCCO1. (7) Given the product Cc1ccc(C)n1-c1c[nH]nc1C(=O)Nc1ccc(F)cc1, predict the reactants needed to synthesize it. The reactants are: CC(=O)CCC(C)=O.Nc1c[nH]nc1C(=O)Nc1ccc(F)cc1. (8) Given the product COc1c(F)cccc1[C@H](C)C[C@@](O)(C=Nc1ccc(F)c2nc(C)ncc12)C(F)(F)F, predict the reactants needed to synthesize it. The reactants are: COc1c(F)cccc1[C@H](C)C[C@@](O)(C=O)C(F)(F)F.Cc1ncc2c(N)ccc(F)c2n1.